Dataset: Full USPTO retrosynthesis dataset with 1.9M reactions from patents (1976-2016). Task: Predict the reactants needed to synthesize the given product. (1) Given the product [C:1]([C:5]1[CH:6]=[CH:7][C:8]([CH3:11])=[C:9]([N+:18]([O-:19])=[O:17])[CH:10]=1)([CH3:4])([CH3:3])[CH3:2], predict the reactants needed to synthesize it. The reactants are: [C:1]([C:5]1[CH:10]=[CH:9][C:8]([CH3:11])=[CH:7][CH:6]=1)([CH3:4])([CH3:3])[CH3:2].F[B-](F)(F)F.[O:17]=[N+:18]=[O:19]. (2) Given the product [CH2:35]([C:33]1[CH:32]=[CH:31][C:23]([C:24]([O:26][C:27]([CH3:29])([CH3:30])[CH3:28])=[O:25])=[C:22]([NH:21][C:18]([C:15]2[CH:16]=[N:17][C:12]([N:7]3[CH:8]=[CH:9][CH:10]=[CH:11]3)=[CH:13][CH:14]=2)=[O:20])[CH:34]=1)[CH2:36][C:37]1[CH:38]=[CH:39][CH:40]=[CH:41][CH:42]=1, predict the reactants needed to synthesize it. The reactants are: C(Cl)(=O)C(Cl)=O.[N:7]1([C:12]2[N:17]=[CH:16][C:15]([C:18]([OH:20])=O)=[CH:14][CH:13]=2)[CH:11]=[CH:10][CH:9]=[CH:8]1.[NH2:21][C:22]1[CH:34]=[C:33]([CH2:35][CH2:36][C:37]2[CH:42]=[CH:41][CH:40]=[CH:39][CH:38]=2)[CH:32]=[CH:31][C:23]=1[C:24]([O:26][C:27]([CH3:30])([CH3:29])[CH3:28])=[O:25].Cl.